This data is from Catalyst prediction with 721,799 reactions and 888 catalyst types from USPTO. The task is: Predict which catalyst facilitates the given reaction. (1) Reactant: [CH3:1][Mg]Cl.[C:4]([C:7]1[CH:12]=[CH:11][C:10]([NH:13][C:14](=[O:16])[CH3:15])=[CH:9][C:8]=1[O:17][CH3:18])(=[O:6])[CH3:5]. Product: [OH:6][C:4]([C:7]1[CH:12]=[CH:11][C:10]([NH:13][C:14](=[O:16])[CH3:15])=[CH:9][C:8]=1[O:17][CH3:18])([CH3:1])[CH3:5]. The catalyst class is: 1. (2) Reactant: [NH2:1][C@H:2]1[CH2:7][CH2:6][C@H:5]([NH:8][C:9]2[CH:14]=[C:13]([C:15]3[N:20]=[C:19]([O:21][CH2:22][C:23]4([C:29]#[N:30])[CH2:28][CH2:27][O:26][CH2:25][CH2:24]4)[CH:18]=[N:17][CH:16]=3)[C:12]([Cl:31])=[CH:11][N:10]=2)[CH2:4][CH2:3]1.C(=O)([O-])[O-].[K+].[K+].Br[CH2:39][CH2:40][C:41]([F:44])([F:43])[F:42]. Product: [Cl:31][C:12]1[C:13]([C:15]2[N:20]=[C:19]([O:21][CH2:22][C:23]3([C:29]#[N:30])[CH2:28][CH2:27][O:26][CH2:25][CH2:24]3)[CH:18]=[N:17][CH:16]=2)=[CH:14][C:9]([NH:8][C@H:5]2[CH2:6][CH2:7][C@H:2]([NH:1][CH2:39][CH2:40][C:41]([F:44])([F:43])[F:42])[CH2:3][CH2:4]2)=[N:10][CH:11]=1. The catalyst class is: 16.